From a dataset of Forward reaction prediction with 1.9M reactions from USPTO patents (1976-2016). Predict the product of the given reaction. (1) Given the reactants [Cl:1][C:2]1[CH:3]=[C:4]([CH:19]=[CH:20][C:21]=1[O:22][CH:23]([CH3:25])[CH3:24])[C:5](OC1C(F)=C(F)C(F)=C(F)C=1F)=[O:6].[NH:26]([CH2:28][CH2:29][C:30]#[N:31])[NH2:27].[CH2:32]([O:39][C:40]1[CH:47]=[CH:46][C:43]([CH:44]=O)=[CH:42][CH:41]=1)[C:33]1[CH:38]=[CH:37][CH:36]=[CH:35][CH:34]=1.C([BH3-])#N.[Na+].O.C1(C)C=CC(S(O)(=O)=O)=CC=1, predict the reaction product. The product is: [Cl:1][C:2]1[CH:3]=[C:4]([CH:19]=[CH:20][C:21]=1[O:22][CH:23]([CH3:25])[CH3:24])[C:5]([NH:27][N:26]([CH2:28][CH2:29][C:30]#[N:31])[CH2:44][C:43]1[CH:46]=[CH:47][C:40]([O:39][CH2:32][C:33]2[CH:38]=[CH:37][CH:36]=[CH:35][CH:34]=2)=[CH:41][CH:42]=1)=[O:6]. (2) Given the reactants [C:1]([C:5]1[CH:10]=[CH:9][C:8]([SH:11])=[CH:7][CH:6]=1)([CH3:4])([CH3:3])[CH3:2].C(=O)([O-])[O-].[Cs+].[Cs+].Br[C:19]1[CH:26]=[CH:25][C:22]([CH:23]=[O:24])=[CH:21][CH:20]=1.CC(C)(C(=O)CC(=O)C(C)(C)C)C, predict the reaction product. The product is: [C:1]([C:5]1[CH:6]=[CH:7][C:8]([S:11][C:19]2[CH:26]=[CH:25][C:22]([CH:23]=[O:24])=[CH:21][CH:20]=2)=[CH:9][CH:10]=1)([CH3:4])([CH3:2])[CH3:3]. (3) Given the reactants [I:1][C:2]1[CH:3]=[C:4]2[C:9](=[CH:10][CH:11]=1)[N:8]=[CH:7][NH:6][C:5]2=O.P(Cl)(Cl)([Cl:15])=O.C1(C)C=CC=CC=1.C(N(CC)CC)C, predict the reaction product. The product is: [I:1][C:2]1[CH:3]=[C:4]2[C:9](=[CH:10][CH:11]=1)[N:8]=[CH:7][N:6]=[C:5]2[Cl:15]. (4) Given the reactants [CH3:1][O:2][C:3]1[CH:8]=[CH:7][C:6]([C:9]2[C:17]3[C:12](=[C:13]([C:18]([F:21])([F:20])[F:19])[CH:14]=[CH:15][CH:16]=3)[NH:11][N:10]=2)=[C:5]([CH3:22])[CH:4]=1.[H-].[Na+].I[CH2:26][CH2:27][CH3:28], predict the reaction product. The product is: [CH3:1][O:2][C:3]1[CH:8]=[CH:7][C:6]([C:9]2[C:17]3[C:12](=[C:13]([C:18]([F:21])([F:19])[F:20])[CH:14]=[CH:15][CH:16]=3)[N:11]([CH2:26][CH2:27][CH3:28])[N:10]=2)=[C:5]([CH3:22])[CH:4]=1. (5) The product is: [I:13][C:3]1[C:12]2[C:7](=[CH:8][CH:9]=[CH:10][CH:11]=2)[CH:6]=[CH:5][N:4]=1. Given the reactants [Li+].[Cl-].[CH:3]1[C:12]2[C:7](=[CH:8][CH:9]=[CH:10][CH:11]=2)[CH:6]=[CH:5][N:4]=1.[I:13]I, predict the reaction product. (6) Given the reactants [F-].C([N+](CCCC)(CCCC)CCCC)CCC.[Si]([O:26][C:27]1[CH:32]=[CH:31][C:30]([N:33]([C:74]2[CH:79]=[CH:78][C:77]([Cl:80])=[CH:76][CH:75]=2)[C:34]([C:36]2[C:44]3[C:39](=[CH:40][CH:41]=[CH:42][CH:43]=3)[N:38]([C:45]3[C:53]([C:54]([N:56]4[C@H:65]([CH2:66][N:67]5[CH2:72][CH2:71][N:70]([CH3:73])[CH2:69][CH2:68]5)[CH2:64][C:63]5[C:58](=[CH:59][CH:60]=[CH:61][CH:62]=5)[CH2:57]4)=[O:55])=[CH:52][C:48]4[O:49][CH2:50][O:51][C:47]=4[CH:46]=3)[CH:37]=2)=[O:35])=[CH:29][CH:28]=1)(C(C)(C)C)(C)C, predict the reaction product. The product is: [Cl:80][C:77]1[CH:78]=[CH:79][C:74]([N:33]([C:30]2[CH:29]=[CH:28][C:27]([OH:26])=[CH:32][CH:31]=2)[C:34]([C:36]2[C:44]3[C:39](=[CH:40][CH:41]=[CH:42][CH:43]=3)[N:38]([C:45]3[C:53]([C:54]([N:56]4[C@H:65]([CH2:66][N:67]5[CH2:72][CH2:71][N:70]([CH3:73])[CH2:69][CH2:68]5)[CH2:64][C:63]5[C:58](=[CH:59][CH:60]=[CH:61][CH:62]=5)[CH2:57]4)=[O:55])=[CH:52][C:48]4[O:49][CH2:50][O:51][C:47]=4[CH:46]=3)[CH:37]=2)=[O:35])=[CH:75][CH:76]=1. (7) Given the reactants [C:1]([O:5][C:6]([NH:8][CH2:9][CH2:10][N:11]([N:22]=O)[CH2:12][CH2:13][NH:14][C:15](=[O:21])[O:16][C:17]([CH3:20])([CH3:19])[CH3:18])=[O:7])([CH3:4])([CH3:3])[CH3:2].[OH-].[K+], predict the reaction product. The product is: [C:17]([O:16][C:15]([NH:14][CH2:13][CH2:12][N:11]([CH2:10][CH2:9][NH:8][C:6](=[O:7])[O:5][C:1]([CH3:4])([CH3:3])[CH3:2])[NH2:22])=[O:21])([CH3:20])([CH3:19])[CH3:18]. (8) The product is: [OH:1][C:2]1([C:9]2[S:13][C:12]([CH:14]([CH3:16])[CH3:15])=[N:11][CH:10]=2)[CH2:7][CH2:6][CH:5]([N:17]2[CH2:21][CH2:20][C@@H:19]([NH:22][C:23](=[O:29])[O:24][C:25]([CH3:27])([CH3:26])[CH3:28])[CH2:18]2)[CH2:4][CH2:3]1. Given the reactants [OH:1][C:2]1([C:9]2[S:13][C:12]([CH:14]([CH3:16])[CH3:15])=[N:11][CH:10]=2)[CH2:7][CH2:6][C:5](=O)[CH2:4][CH2:3]1.[NH:17]1[CH2:21][CH2:20][C@@H:19]([NH:22][C:23](=[O:29])[O:24][C:25]([CH3:28])([CH3:27])[CH3:26])[CH2:18]1, predict the reaction product. (9) Given the reactants [C:1]([O-:4])([O-])=[O:2].[K+].[K+].[CH3:7]CN(CC)CC.[NH2:14][C:15]1[CH:16]=[C:17]2[C:21](=[CH:22][C:23]=1I)[CH2:20][N:19]([C:25]([O:27][CH2:28][C:29]1[CH:34]=[CH:33][CH:32]=[CH:31][CH:30]=1)=[O:26])[CH2:18]2, predict the reaction product. The product is: [NH2:14][C:15]1[CH:16]=[C:17]2[C:21]([CH2:20][N:19]([C:25]([O:27][CH2:28][C:29]3[CH:34]=[CH:33][CH:32]=[CH:31][CH:30]=3)=[O:26])[CH2:18]2)=[CH:22][C:23]=1[C:1]([O:4][CH3:7])=[O:2]. (10) Given the reactants [N:1]([C@H:4]1[CH2:9][CH2:8][N:7]([CH2:10][CH2:11][OH:12])[CH2:6][C@H:5]1[OH:13])=[N+:2]=[N-:3].N1C(C)=CC=CC=1C.[CH3:22][S:23](Cl)(=[O:25])=[O:24], predict the reaction product. The product is: [CH3:22][S:23]([O:12][CH2:11][CH2:10][N:7]1[CH2:8][CH2:9][C@H:4]([N:1]=[N+:2]=[N-:3])[C@H:5]([OH:13])[CH2:6]1)(=[O:25])=[O:24].